Dataset: Full USPTO retrosynthesis dataset with 1.9M reactions from patents (1976-2016). Task: Predict the reactants needed to synthesize the given product. (1) Given the product [Br:1][C:2]1[CH:7]=[CH:6][C:5]([CH:8]([C:20]2[CH:25]=[CH:24][CH:23]=[CH:22][C:21]=2[F:26])[CH2:9][C:10]([C:12]2[CH:17]=[CH:16][C:15](=[O:18])[NH:14][CH:13]=2)=[O:11])=[CH:4][CH:3]=1, predict the reactants needed to synthesize it. The reactants are: [Br:1][C:2]1[CH:7]=[CH:6][C:5]([CH:8]([C:20]2[CH:25]=[CH:24][CH:23]=[CH:22][C:21]=2[F:26])[CH2:9][C:10]([C:12]2[CH:13]=[N:14][C:15]([O:18]C)=[CH:16][CH:17]=2)=[O:11])=[CH:4][CH:3]=1.Cl. (2) Given the product [N+:5]([C:8]1[C:9]([C:13]([O:15][CH2:1][CH3:2])=[O:14])=[N:10][NH:11][CH:12]=1)([O-:7])=[O:6], predict the reactants needed to synthesize it. The reactants are: [C:1](Cl)(=O)[CH3:2].[N+:5]([C:8]1[C:9]([C:13]([OH:15])=[O:14])=[N:10][NH:11][CH:12]=1)([O-:7])=[O:6].